From a dataset of Full USPTO retrosynthesis dataset with 1.9M reactions from patents (1976-2016). Predict the reactants needed to synthesize the given product. (1) The reactants are: [NH2:1][C:2]1[CH:7]=[CH:6][C:5]([NH:8][S:9]([C:12]2[CH:13]=[C:14]([C:18]3[CH:23]=[CH:22][C:21]([F:24])=[CH:20][CH:19]=3)[CH:15]=[CH:16][CH:17]=2)(=[O:11])=[O:10])=[CH:4][CH:3]=1.[CH3:25][O:26][C:27]1[CH:32]=[CH:31][CH:30]=[CH:29][C:28]=1[N:33]=[C:34]=[O:35]. Given the product [CH3:25][O:26][C:27]1[CH:32]=[CH:31][CH:30]=[CH:29][C:28]=1[NH:33][C:34](=[O:35])[NH:1][C:2]1[CH:3]=[CH:4][C:5]([NH:8][S:9]([C:12]2[CH:13]=[C:14]([C:18]3[CH:23]=[CH:22][C:21]([F:24])=[CH:20][CH:19]=3)[CH:15]=[CH:16][CH:17]=2)(=[O:11])=[O:10])=[CH:6][CH:7]=1, predict the reactants needed to synthesize it. (2) Given the product [CH2:1]([N:8]1[CH2:12][CH:11]2[CH2:13][N:14]([C:16]3[C:17]([CH3:34])=[C:18]([CH3:33])[C:19]4[N:20]([C:22]([C:57]5[CH:56]=[CH:55][N:54]=[C:53]([NH:52][C:51](=[O:68])[O:50][C:46]([CH3:48])([CH3:47])[CH3:49])[CH:58]=5)=[C:23]([C:25]5[CH:30]=[CH:29][C:28]([F:31])=[CH:27][CH:26]=5)[N:24]=4)[N:21]=3)[CH2:15][CH:10]2[CH2:9]1)[C:2]1[CH:7]=[CH:6][CH:5]=[CH:4][CH:3]=1, predict the reactants needed to synthesize it. The reactants are: [CH2:1]([N:8]1[CH2:12][CH:11]2[CH2:13][N:14]([C:16]3[C:17]([CH3:34])=[C:18]([CH3:33])[C:19]4[N:20]([C:22](I)=[C:23]([C:25]5[CH:30]=[CH:29][C:28]([F:31])=[CH:27][CH:26]=5)[N:24]=4)[N:21]=3)[CH2:15][CH:10]2[CH2:9]1)[C:2]1[CH:7]=[CH:6][CH:5]=[CH:4][CH:3]=1.O1CCCC1.C(=O)([O-])[O-].[Cs+].[Cs+].[C:46]([O:50][C:51](=[O:68])[NH:52][C:53]1[CH:58]=[C:57](B2OC(C)(C)C(C)(C)O2)[CH:56]=[CH:55][N:54]=1)([CH3:49])([CH3:48])[CH3:47]. (3) Given the product [CH2:23]([N:9]1[C:10]2[C:5](=[CH:4][C:3]([C:1]#[N:2])=[CH:12][CH:11]=2)[CH2:6][CH:7]([NH:13][S:14]([C:17]2[CH:22]=[CH:21][CH:20]=[CH:19][CH:18]=2)(=[O:16])=[O:15])[CH2:8]1)[C:24]1[CH:29]=[CH:28][CH:27]=[CH:26][CH:25]=1, predict the reactants needed to synthesize it. The reactants are: [C:1]([C:3]1[CH:4]=[C:5]2[C:10](=[CH:11][CH:12]=1)[NH:9][CH2:8][C@@H:7]([NH:13][S:14]([C:17]1[CH:22]=[CH:21][CH:20]=[CH:19][CH:18]=1)(=[O:16])=[O:15])[CH2:6]2)#[N:2].[CH:23](=O)[C:24]1[CH:29]=[CH:28][CH:27]=[CH:26][CH:25]=1. (4) Given the product [CH3:32][O:31][C:29]([O:11][CH2:10][C@H:8]1[O:9][C@@H:1]([O:12][C:13]2[CH:18]=[CH:17][CH:16]=[CH:15][C:14]=2[CH2:19][C:20]2[CH:21]=[CH:22][C:23]([C:26]#[CH:27])=[CH:24][CH:25]=2)[C@H:2]([OH:3])[C@@H:4]([OH:5])[C@@H:6]1[OH:7])=[O:30], predict the reactants needed to synthesize it. The reactants are: [C@@H:1]1([O:12][C:13]2[CH:18]=[CH:17][CH:16]=[CH:15][C:14]=2[CH2:19][C:20]2[CH:25]=[CH:24][C:23]([C:26]#[CH:27])=[CH:22][CH:21]=2)[O:9][C@H:8]([CH2:10][OH:11])[C@@H:6]([OH:7])[C@H:4]([OH:5])[C@H:2]1[OH:3].Cl[C:29]([O:31][CH3:32])=[O:30].Cl. (5) Given the product [CH2:24]([N:12]([CH2:10][CH3:11])[C:13](=[O:23])[CH2:14][C:15]([C:17]1[CH:22]=[CH:21][CH:20]=[CH:19][CH:18]=1)=[O:16])[CH3:25].[CH2:24]([N:12]([CH2:10][CH3:11])[C:13](=[O:23])[CH2:14][C:15]([C:17]1[CH:22]=[CH:21][CH:20]=[CH:19][CH:18]=1)=[O:16])[CH3:25].[O:3]=[Mo+2:4]=[O:5], predict the reactants needed to synthesize it. The reactants are: O.O.[O-:3][Mo:4]([O-])(=O)=[O:5].[Na+].[Na+].[CH2:10]([N:12]([CH2:24][CH3:25])[C:13](=[O:23])[CH2:14][C:15]([C:17]1[CH:22]=[CH:21][CH:20]=[CH:19][CH:18]=1)=[O:16])[CH3:11].